Dataset: Forward reaction prediction with 1.9M reactions from USPTO patents (1976-2016). Task: Predict the product of the given reaction. (1) Given the reactants COC1C=CC(C[N:8]2[CH:12]=[C:11]([CH2:13][CH2:14][CH2:15][CH2:16][C:17]([OH:19])=[O:18])[N:10]=[N:9]2)=CC=1, predict the reaction product. The product is: [NH:8]1[CH:12]=[C:11]([CH2:13][CH2:14][CH2:15][CH2:16][C:17]([OH:19])=[O:18])[N:10]=[N:9]1. (2) Given the reactants [N:1]1([C:7]2[CH:12]=[CH:11][C:10]([N:13]3[CH:22]=[CH:21][C:20]4[C:15](=[CH:16][CH:17]=[CH:18][CH:19]=4)[C:14]3=[O:23])=[CH:9][CH:8]=2)[CH2:6][CH2:5][NH:4][CH2:3][CH2:2]1.CC1C=CC(S(O[CH2:35][CH2:36][CH2:37][C:38]2[C:46]3[C:41](=[CH:42][CH:43]=[C:44]([C:47]#[N:48])[CH:45]=3)[NH:40][CH:39]=2)(=O)=O)=CC=1.C(=O)([O-])[O-].[K+].[K+].[I-].[K+], predict the reaction product. The product is: [O:23]=[C:14]1[C:15]2[C:20](=[CH:19][CH:18]=[CH:17][CH:16]=2)[CH:21]=[CH:22][N:13]1[C:10]1[CH:9]=[CH:8][C:7]([N:1]2[CH2:6][CH2:5][N:4]([CH2:35][CH2:36][CH2:37][C:38]3[C:46]4[C:41](=[CH:42][CH:43]=[C:44]([C:47]#[N:48])[CH:45]=4)[NH:40][CH:39]=3)[CH2:3][CH2:2]2)=[CH:12][CH:11]=1. (3) Given the reactants [Cl:1][C:2]1[CH:3]=[C:4]([N+:16]([O-])=O)[CH:5]=[CH:6][C:7]=1[O:8][CH2:9][CH2:10][N:11]([CH2:14][CH3:15])[CH2:12][CH3:13], predict the reaction product. The product is: [Cl:1][C:2]1[CH:3]=[C:4]([NH2:16])[CH:5]=[CH:6][C:7]=1[O:8][CH2:9][CH2:10][N:11]([CH2:14][CH3:15])[CH2:12][CH3:13].